From a dataset of Forward reaction prediction with 1.9M reactions from USPTO patents (1976-2016). Predict the product of the given reaction. (1) Given the reactants [Cl:1][C:2]1[CH:10]=[C:6]([C:7]([OH:9])=O)[C:5]([OH:11])=[CH:4][CH:3]=1.[Cl:12][C:13]1[CH:19]=[CH:18][C:17]([Cl:20])=[CH:16][C:14]=1[NH2:15], predict the reaction product. The product is: [Cl:1][C:2]1[CH:3]=[CH:4][C:5]([OH:11])=[C:6]([CH:10]=1)[C:7]([NH:15][C:14]1[CH:16]=[C:17]([Cl:20])[CH:18]=[CH:19][C:13]=1[Cl:12])=[O:9]. (2) Given the reactants [NH2:1][C:2]1[CH:7]=[CH:6][C:5]([C:8]([N:10]2[CH2:14][CH2:13][C@H:12]([NH:15][C:16]3[N:21]=[C:20]([C:22]4[C:30]5[C:25](=[CH:26][CH:27]=[CH:28][CH:29]=5)[N:24](S(C5C=CC=CC=5)(=O)=O)[CH:23]=4)[C:19]([Cl:40])=[CH:18][N:17]=3)[CH2:11]2)=[O:9])=[CH:4][CH:3]=1.C(O)(C(F)(F)F)=O.[OH-].[Na+], predict the reaction product. The product is: [NH2:1][C:2]1[CH:7]=[CH:6][C:5]([C:8]([N:10]2[CH2:14][CH2:13][C@H:12]([NH:15][C:16]3[N:21]=[C:20]([C:22]4[C:30]5[C:25](=[CH:26][CH:27]=[CH:28][CH:29]=5)[NH:24][CH:23]=4)[C:19]([Cl:40])=[CH:18][N:17]=3)[CH2:11]2)=[O:9])=[CH:4][CH:3]=1.